Dataset: Full USPTO retrosynthesis dataset with 1.9M reactions from patents (1976-2016). Task: Predict the reactants needed to synthesize the given product. Given the product [CH3:1][O:2][C:3]1[C:8]2[N:9]([CH:27]([CH3:33])[C:28]([OH:30])=[O:29])[C:10](=[N:12][C:18](=[O:19])[C:17]3[CH:21]=[CH:22][CH:23]=[C:15]([C:14]([F:25])([F:24])[F:13])[CH:16]=3)[S:11][C:7]=2[CH:6]=[CH:5][CH:4]=1, predict the reactants needed to synthesize it. The reactants are: [CH3:1][O:2][C:3]1[C:8]2[N:9]=[C:10]([NH2:12])[S:11][C:7]=2[CH:6]=[CH:5][CH:4]=1.[F:13][C:14]([F:25])([F:24])[C:15]1[CH:16]=[C:17]([CH:21]=[CH:22][CH:23]=1)[C:18](Cl)=[O:19].Br[CH:27]([CH3:33])[C:28]([O:30]CC)=[O:29].FC1C2N=C(N)SC=2C=C(F)C=1.C1(C)C=CC(C(Cl)=O)=CC=1.BrCC(OCC)=O.